From a dataset of Forward reaction prediction with 1.9M reactions from USPTO patents (1976-2016). Predict the product of the given reaction. Given the reactants [OH:1][C:2]1[CH:9]=[CH:8][C:5]([CH:6]=O)=[CH:4][CH:3]=1.[C:10]([O:14][C:15](=[O:18])[NH:16][NH2:17])([CH3:13])([CH3:12])[CH3:11], predict the reaction product. The product is: [C:10]([O:14][C:15]([NH:16][N:17]=[CH:6][C:5]1[CH:8]=[CH:9][C:2]([OH:1])=[CH:3][CH:4]=1)=[O:18])([CH3:13])([CH3:12])[CH3:11].